From a dataset of Drug-induced liver injury (DILI) classification data. Regression/Classification. Given a drug SMILES string, predict its toxicity properties. Task type varies by dataset: regression for continuous values (e.g., LD50, hERG inhibition percentage) or binary classification for toxic/non-toxic outcomes (e.g., AMES mutagenicity, cardiotoxicity, hepatotoxicity). Dataset: dili. (1) The compound is CN(C)CCOC(C)(c1ccccc1)c1ccccn1. The result is 0 (no liver injury). (2) The molecule is CCC1OC(=O)C(C)C(OC2CC(C)(OC)C(O)C(C)O2)C(C)C(OC2OC(C)CC(N(C)C)C2O)C(C)(O)CC(C)CN(C)C(C)C(O)C1(C)O. The result is 0 (no liver injury). (3) The molecule is CC(C)(Sc1cc(C(C)(C)C)c(O)c(C(C)(C)C)c1)Sc1cc(C(C)(C)C)c(O)c(C(C)(C)C)c1. The result is 0 (no liver injury). (4) The compound is CCOC(=O)Nc1ccc2c(c1)N(C(=O)CCN1CCOCC1)c1ccccc1S2. The result is 1 (causes liver injury).